From a dataset of NCI-60 drug combinations with 297,098 pairs across 59 cell lines. Regression. Given two drug SMILES strings and cell line genomic features, predict the synergy score measuring deviation from expected non-interaction effect. (1) Drug 1: C1CC(=O)NC(=O)C1N2CC3=C(C2=O)C=CC=C3N. Drug 2: C(CC(=O)O)C(=O)CN.Cl. Cell line: UACC62. Synergy scores: CSS=0.589, Synergy_ZIP=-2.15, Synergy_Bliss=-5.21, Synergy_Loewe=-2.13, Synergy_HSA=-3.44. (2) Drug 1: C1CC(=O)NC(=O)C1N2CC3=C(C2=O)C=CC=C3N. Drug 2: B(C(CC(C)C)NC(=O)C(CC1=CC=CC=C1)NC(=O)C2=NC=CN=C2)(O)O. Cell line: SNB-75. Synergy scores: CSS=4.79, Synergy_ZIP=-2.04, Synergy_Bliss=-1.48, Synergy_Loewe=0.465, Synergy_HSA=-0.942. (3) Drug 1: CN1C(=O)N2C=NC(=C2N=N1)C(=O)N. Drug 2: COC1=C2C(=CC3=C1OC=C3)C=CC(=O)O2. Cell line: TK-10. Synergy scores: CSS=-1.76, Synergy_ZIP=0.140, Synergy_Bliss=-2.42, Synergy_Loewe=-2.42, Synergy_HSA=-4.08.